Task: Predict the reactants needed to synthesize the given product.. Dataset: Full USPTO retrosynthesis dataset with 1.9M reactions from patents (1976-2016) (1) Given the product [Cl:1][C:2]1[CH:11]=[CH:10][C:5]([C:6]([NH:8][NH:9][C:18](=[O:19])[C:17]2[CH:21]=[CH:22][C:14]([CH2:13][Br:12])=[C:15]([N+:23]([O-:25])=[O:24])[CH:16]=2)=[O:7])=[CH:4][CH:3]=1, predict the reactants needed to synthesize it. The reactants are: [Cl:1][C:2]1[CH:11]=[CH:10][C:5]([C:6]([NH:8][NH2:9])=[O:7])=[CH:4][CH:3]=1.[Br:12][CH2:13][C:14]1[CH:22]=[CH:21][C:17]([C:18](O)=[O:19])=[CH:16][C:15]=1[N+:23]([O-:25])=[O:24].C(Cl)CCl. (2) The reactants are: BrC1C=C2C(=CC=1)C=C([C:12]1[CH:24]=[CH:23][C:15]3[O:16][C:17]4[CH:22]=[CH:21][CH:20]=[CH:19][C:18]=4[C:14]=3[CH:13]=1)C=C2.[CH2:25]([Li])[CH2:26][CH2:27][CH3:28].[B:30](OC(C)C)([O:35]C(C)C)[O:31]C(C)C.Cl.[CH3:44][CH2:45][CH2:46][CH2:47][CH2:48][CH3:49]. Given the product [CH:13]1[C:14]2[C:18]3[CH:19]=[CH:20][CH:21]=[CH:22][C:17]=3[O:16][C:15]=2[CH:23]=[CH:24][C:12]=1[C:26]1[CH:27]=[C:28]2[C:48](=[CH:49][CH:25]=1)[CH:47]=[C:46]([B:30]([OH:35])[OH:31])[CH:45]=[CH:44]2, predict the reactants needed to synthesize it. (3) Given the product [Cl:1][C:2]1[CH:3]=[C:4]([O:11][CH2:12][C:13]2[C:14]([F:20])=[CH:15][CH:16]=[CH:17][C:18]=2[F:19])[C:5]([NH2:8])=[N:6][CH:7]=1, predict the reactants needed to synthesize it. The reactants are: [Cl:1][C:2]1[CH:3]=[C:4]([O:11][CH2:12][C:13]2[C:18]([F:19])=[CH:17][CH:16]=[CH:15][C:14]=2[F:20])[C:5]([N+:8]([O-])=O)=[N:6][CH:7]=1.Cl.C([O-])(=O)C.[Na+]. (4) Given the product [CH3:28][C:25]1[CH:26]=[CH:27][C:22]([C:21]2[C:15]3[O:14][CH:13]([CH2:12][NH:31][CH3:30])[CH2:17][C:16]=3[CH:18]=[C:19]([CH3:29])[CH:20]=2)=[CH:23][CH:24]=1, predict the reactants needed to synthesize it. The reactants are: CC1C=CC(S(O[CH2:12][CH:13]2[CH2:17][C:16]3[CH:18]=[C:19]([CH3:29])[CH:20]=[C:21]([C:22]4[CH:27]=[CH:26][C:25]([CH3:28])=[CH:24][CH:23]=4)[C:15]=3[O:14]2)(=O)=O)=CC=1.[CH3:30][NH2:31]. (5) Given the product [F:34][C:35]1[CH:36]=[CH:37][C:38]([N:41]2[C:49]3[CH:48]=[C:47]4[CH2:50][CH2:51][CH2:52][CH:53]([CH:2]=[O:3])[C:46]4([CH3:55])[CH2:45][C:44]=3[CH:43]=[N:42]2)=[CH:39][CH:40]=1, predict the reactants needed to synthesize it. The reactants are: [Cl-].[CH3:2][O:3]C[P+](C1C=CC=CC=1)(C1C=CC=CC=1)C1C=CC=CC=1.C[Si]([N-][Si](C)(C)C)(C)C.[K+].[F:34][C:35]1[CH:40]=[CH:39][C:38]([N:41]2[C:49]3[CH:48]=[C:47]4[CH2:50][CH2:51][CH2:52][C:53](=O)[C:46]4([CH3:55])[CH2:45][C:44]=3[CH:43]=[N:42]2)=[CH:37][CH:36]=1.CO.